The task is: Predict the reaction yield, written as a fraction of the theoretical maximum amount of product (1.0 means a 100% yield; for example, 0.34 means a 34% yield).. This data is from Reaction yield outcomes from USPTO patents with 853,638 reactions. The reactants are [CH2:1]([CH2:3][NH2:4])[OH:2].CS(O[CH2:10][CH2:11][C:12]1[CH:13]=[CH:14][CH:15]=[C:16]2[C:20]=1[NH:19][CH:18]=[CH:17]2)(=O)=O. The catalyst is C(O)C.C(OCC)(=O)C. The product is [OH:2][CH2:1][CH2:3][NH:4][CH2:10][CH2:11][C:12]1[CH:13]=[CH:14][CH:15]=[C:16]2[C:20]=1[NH:19][CH:18]=[CH:17]2. The yield is 0.850.